Dataset: Peptide-MHC class I binding affinity with 185,985 pairs from IEDB/IMGT. Task: Regression. Given a peptide amino acid sequence and an MHC pseudo amino acid sequence, predict their binding affinity value. This is MHC class I binding data. (1) The peptide sequence is LNRIYRFL. The MHC is H-2-Db with pseudo-sequence H-2-Db. The binding affinity (normalized) is 0.00610. (2) The binding affinity (normalized) is 1.00. The peptide sequence is SMLPPGYPV. The MHC is HLA-A02:16 with pseudo-sequence HLA-A02:16. (3) The peptide sequence is TKDTNDNNL. The binding affinity (normalized) is 0.0847. The MHC is HLA-B48:01 with pseudo-sequence HLA-B48:01. (4) The peptide sequence is MLLQFAYSNR. The MHC is HLA-A11:01 with pseudo-sequence HLA-A11:01. The binding affinity (normalized) is 0.376. (5) The peptide sequence is FMVYVPLPA. The MHC is HLA-A30:01 with pseudo-sequence HLA-A30:01. The binding affinity (normalized) is 0.213. (6) The peptide sequence is APALATGSF. The MHC is HLA-B35:01 with pseudo-sequence HLA-B35:01. The binding affinity (normalized) is 0.770. (7) The binding affinity (normalized) is 0.310. The peptide sequence is KTGGPIYKR. The MHC is HLA-A03:01 with pseudo-sequence HLA-A03:01.